Dataset: Catalyst prediction with 721,799 reactions and 888 catalyst types from USPTO. Task: Predict which catalyst facilitates the given reaction. Reactant: [CH2:1]([O:3][C:4](=[O:12])[C:5]1[CH:10]=[CH:9][CH:8]=[CH:7][C:6]=1Br)[CH3:2].[F:13][C:14]1[CH:19]=[CH:18][C:17](B(O)O)=[CH:16][CH:15]=1.C(=O)([O-])[O-].[K+].[K+]. Product: [F:13][C:14]1[CH:19]=[CH:18][C:17]([C:6]2[C:5]([C:4]([O:3][CH2:1][CH3:2])=[O:12])=[CH:10][CH:9]=[CH:8][CH:7]=2)=[CH:16][CH:15]=1. The catalyst class is: 234.